The task is: Predict which catalyst facilitates the given reaction.. This data is from Catalyst prediction with 721,799 reactions and 888 catalyst types from USPTO. Reactant: [CH3:1][C:2]1[C:7]([OH:8])=[C:6]([CH2:9][NH2:10])[C:5]([CH2:11][OH:12])=[CH:4][N:3]=1.Cl.Cl.CCN(CC)CC.CCN=C=NCCCN(C)C.Cl.C1C=CC2N(O)N=NC=2C=1.CC1N=CC(CO)=C(CN)C=1O.[CH3:56][C:57]1[CH2:62][CH2:61][CH2:60][C:59]([CH3:64])([CH3:63])[C:58]=1/[CH:65]=[CH:66]/[C:67](/[CH3:77])=[CH:68]/[CH:69]=[CH:70]/[C:71](/[CH3:76])=[CH:72]/[C:73](O)=[O:74]. Product: [OH:8][C:7]1[C:2]([CH3:1])=[N:3][CH:4]=[C:5]([CH2:11][OH:12])[C:6]=1[CH2:9][NH:10][C:73](=[O:74])[CH:72]=[C:71]([CH3:76])[CH:70]=[CH:69][CH:68]=[C:67]([CH3:77])[CH:66]=[CH:65][C:58]1[C:59]([CH3:63])([CH3:64])[CH2:60][CH2:61][CH2:62][C:57]=1[CH3:56]. The catalyst class is: 2.